This data is from Full USPTO retrosynthesis dataset with 1.9M reactions from patents (1976-2016). The task is: Predict the reactants needed to synthesize the given product. (1) Given the product [CH3:18][N:19]1[CH:23]=[C:22]([C:24]2[CH:25]=[CH:26][C:27]([C:2]3[C:11]4[C:6](=[CH:7][CH:8]=[C:9]([N:12]5[CH2:16][CH2:15][CH:14]([OH:17])[CH2:13]5)[CH:10]=4)[CH:5]=[N:4][CH:3]=3)=[CH:28][CH:29]=2)[CH:21]=[N:20]1, predict the reactants needed to synthesize it. The reactants are: Cl[C:2]1[C:11]2[C:6](=[CH:7][CH:8]=[C:9]([N:12]3[CH2:16][CH2:15][CH:14]([OH:17])[CH2:13]3)[CH:10]=2)[CH:5]=[N:4][CH:3]=1.[CH3:18][N:19]1[CH:23]=[C:22]([C:24]2[CH:29]=[CH:28][C:27](B3OC(C)(C)C(C)(C)O3)=[CH:26][CH:25]=2)[CH:21]=[N:20]1.C(=O)([O-])[O-].[Na+].[Na+].O. (2) The reactants are: [NH2:1][C@@H:2]1[CH2:7][CH2:6][C@H:5]([NH:8][C:9]2[N:14]=[C:13]([N:15]([CH3:17])[CH3:16])[CH:12]=[C:11]([CH3:18])[N:10]=2)[CH2:4][CH2:3]1.[Cl:19][C:20]1[CH:28]=[CH:27][C:23]([C:24](O)=[O:25])=[CH:22][C:21]=1[F:29].C1C=CC2N(O)N=NC=2C=1.O.CCN=C=NCCCN(C)C.Cl.C([O-])(O)=O.[Na+]. Given the product [ClH:19].[Cl:19][C:20]1[CH:28]=[CH:27][C:23]([C:24]([NH:1][C@H:2]2[CH2:3][CH2:4][C@@H:5]([NH:8][C:9]3[N:14]=[C:13]([N:15]([CH3:17])[CH3:16])[CH:12]=[C:11]([CH3:18])[N:10]=3)[CH2:6][CH2:7]2)=[O:25])=[CH:22][C:21]=1[F:29], predict the reactants needed to synthesize it.